From a dataset of Catalyst prediction with 721,799 reactions and 888 catalyst types from USPTO. Predict which catalyst facilitates the given reaction. (1) Reactant: C([O:3][C:4](=O)[C:5]([C:24]([F:27])([F:26])[F:25])([O:19][Si:20]([CH3:23])([CH3:22])[CH3:21])[CH2:6][C:7]([C:10]1[CH:15]=[CH:14][CH:13]=[C:12]([F:16])[C:11]=1[O:17][CH3:18])([CH3:9])[CH3:8])C.[H-].[H-].[H-].[H-].[Li+].[Al+3].C([O-])(O)=O.[Na+]. Product: [F:16][C:12]1[C:11]([O:17][CH3:18])=[C:10]([C:7]([CH3:8])([CH3:9])[CH2:6][C:5]([C:24]([F:26])([F:27])[F:25])([O:19][Si:20]([CH3:22])([CH3:23])[CH3:21])[CH2:4][OH:3])[CH:15]=[CH:14][CH:13]=1. The catalyst class is: 27. (2) The catalyst class is: 1. Product: [C:15]([O:19][C:20]([N:22]1[CH2:26][C@@H:25]2[CH2:24][C@H:23]1[C:28](=[O:29])[O:30]2)=[O:21])([CH3:16])([CH3:17])[CH3:18]. Reactant: N(C(OC(C)C)=O)=NC(OC(C)C)=O.[C:15]([O:19][C:20]([N:22]1[CH2:26][C@H:25](O)[CH2:24][C@H:23]1[C:28]([OH:30])=[O:29])=[O:21])([CH3:18])([CH3:17])[CH3:16].C1(P(C2C=CC=CC=2)C2C=CC=CC=2)C=CC=CC=1. (3) The catalyst class is: 51. Reactant: [CH3:1][O:2][CH2:3][CH2:4][O:5][C:6]1[CH:11]=[C:10]2[C:12]([NH:16][C:17]3[CH:22]=[C:21]([C:23]#[CH:24])[CH:20]=[CH:19][CH:18]=3)=[N:13][CH:14]=[N:15][C:9]2=[CH:8][C:7]=1[O:25][CH2:26][CH2:27][O:28][CH3:29].[ClH:30]. Product: [CH3:1][O:2][CH2:3][CH2:4][O:5][C:6]1[CH:11]=[C:10]2[C:12]([NH:16][C:17]3[CH:18]=[CH:19][CH:20]=[C:21]([C:23]#[CH:24])[CH:22]=3)=[N:13][CH:14]=[N:15][C:9]2=[CH:8][C:7]=1[O:25][CH2:26][CH2:27][O:28][CH3:29].[ClH:30]. (4) Reactant: [C:1]([O:4][C:5]1[C:6]([C:11]#[C:12][Si](C)(C)C)=[N:7][CH:8]=[CH:9][CH:10]=1)(=[O:3])[CH3:2].O.CCCC[N+](CCCC)(CCCC)CCCC.[F-]. Product: [C:1]([O:4][C:5]1[C:6]([C:11]#[CH:12])=[N:7][CH:8]=[CH:9][CH:10]=1)(=[O:3])[CH3:2]. The catalyst class is: 1. (5) Reactant: [NH2:1][C:2]1[CH:7]=[CH:6][C:5]([C:8]2[CH:13]=[CH:12][C:11]([N:14]3[C:18]([CH3:20])([CH3:19])[C:17](=[O:21])[N:16]([C:22]4[CH:29]=[CH:28][C:25]([C:26]#[N:27])=[C:24]([C:30]([F:33])([F:32])[F:31])[CH:23]=4)[C:15]3=[S:34])=[CH:10][CH:9]=2)=[CH:4][CH:3]=1.C(O)(=O)C.O=[CH:40][CH2:41][CH2:42][CH2:43][O:44][CH2:45][C:46]([O:48][C:49]([CH3:52])([CH3:51])[CH3:50])=[O:47].C(O[BH-](OC(=O)C)OC(=O)C)(=O)C.[Na+]. Product: [C:26]([C:25]1[CH:28]=[CH:29][C:22]([N:16]2[C:17](=[O:21])[C:18]([CH3:20])([CH3:19])[N:14]([C:11]3[CH:10]=[CH:9][C:8]([C:5]4[CH:4]=[CH:3][C:2]([NH:1][CH2:40][CH2:41][CH2:42][CH2:43][O:44][CH2:45][C:46]([O:48][C:49]([CH3:50])([CH3:52])[CH3:51])=[O:47])=[CH:7][CH:6]=4)=[CH:13][CH:12]=3)[C:15]2=[S:34])=[CH:23][C:24]=1[C:30]([F:32])([F:33])[F:31])#[N:27]. The catalyst class is: 46. (6) Reactant: [N+:1]([C:4]1[CH:13]=[C:12]2[C:7]([C:8]([N:14]([CH2:28][CH2:29][N:30]([CH3:32])[CH3:31])[C:15](=[O:27])[C:16]3[C:21](OC)=[C:20]([O:24][CH3:25])[CH:19]=[CH:18][C:17]=3I)=[CH:9][CH:10]=[N:11]2)=[CH:6][CH:5]=1)([O-:3])=[O:2].C(Cl)(=O)[C:34](Cl)=[O:35].COC1C=C(C(I)=CC=1OC)C(O)=O.[N+](C1C=C2C(C(NCCN(C)C)=CC=N2)=CC=1)([O-])=O.C(N(CC)CC)C. Product: [CH3:25][O:24][C:20]1[C:19]([O:35][CH3:34])=[CH:18][C:17]2[C:9]3[C:8](=[C:7]4[CH:6]=[CH:5][C:4]([N+:1]([O-:3])=[O:2])=[CH:13][C:12]4=[N:11][CH:10]=3)[N:14]([CH2:28][CH2:29][N:30]([CH3:31])[CH3:32])[C:15](=[O:27])[C:16]=2[CH:21]=1. The catalyst class is: 2.